From a dataset of Forward reaction prediction with 1.9M reactions from USPTO patents (1976-2016). Predict the product of the given reaction. Given the reactants [CH2:1]([O:3][C:4](=[O:34])[CH2:5][C@H:6]([NH:20][C:21](=[O:33])[CH2:22][CH2:23][C:24]1[N:28](CCC#N)[N:27]=[N:26][N:25]=1)[CH2:7][C:8]1[CH:13]=[CH:12][C:11]([C:14]2[CH:19]=[CH:18][CH:17]=[CH:16][CH:15]=2)=[CH:10][CH:9]=1)[CH3:2].C1CCN2C(=NCCC2)CC1, predict the reaction product. The product is: [CH2:1]([O:3][C:4](=[O:34])[CH2:5][C@H:6]([NH:20][C:21](=[O:33])[CH2:22][CH2:23][C:24]1[NH:25][N:26]=[N:27][N:28]=1)[CH2:7][C:8]1[CH:9]=[CH:10][C:11]([C:14]2[CH:19]=[CH:18][CH:17]=[CH:16][CH:15]=2)=[CH:12][CH:13]=1)[CH3:2].